From a dataset of Reaction yield outcomes from USPTO patents with 853,638 reactions. Predict the reaction yield, written as a fraction of the theoretical maximum amount of product (1.0 means a 100% yield; for example, 0.34 means a 34% yield). (1) The reactants are [CH2:1]([NH2:8])[CH2:2][CH2:3][CH2:4][CH2:5][CH2:6][CH3:7].[CH2:9]([O:11]/[C:12](=[CH:18]\[C:19]1[CH:24]=[CH:23][C:22]([C:25]2[CH:30]=[CH:29][CH:28]=[C:27]([N:31]([CH3:44])[C:32](OC3C=CC([N+]([O-])=O)=CC=3)=[O:33])[N:26]=2)=[CH:21][CH:20]=1)/[C:13]([O:15][CH2:16][CH3:17])=[O:14])[CH3:10].O.C(OCC)(=O)C. The catalyst is CN(C)C=O. The product is [CH2:9]([O:11]/[C:12](=[CH:18]\[C:19]1[CH:24]=[CH:23][C:22]([C:25]2[CH:30]=[CH:29][CH:28]=[C:27]([N:31]([CH3:44])[C:32]([NH:8][CH2:1][CH2:2][CH2:3][CH2:4][CH2:5][CH2:6][CH3:7])=[O:33])[N:26]=2)=[CH:21][CH:20]=1)/[C:13]([O:15][CH2:16][CH3:17])=[O:14])[CH3:10]. The yield is 0.670. (2) The reactants are Cl[C:2]1[CH:7]=[CH:6][N:5]=[C:4]([NH:8][C:9]2[CH:16]=[CH:15][C:12]([C:13]#[N:14])=[CH:11][CH:10]=2)[N:3]=1.[Br:17][C:18]1[CH:23]=[C:22]([CH3:24])[CH:21]=[C:20]([Br:25])[C:19]=1[NH2:26].Cl. The catalyst is C(OCC)C.O1CCOCC1. The product is [Br:17][C:18]1[CH:23]=[C:22]([CH3:24])[CH:21]=[C:20]([Br:25])[C:19]=1[NH:26][C:2]1[CH:7]=[CH:6][N:5]=[C:4]([NH:8][C:9]2[CH:16]=[CH:15][C:12]([C:13]#[N:14])=[CH:11][CH:10]=2)[N:3]=1. The yield is 0.159. (3) The catalyst is S1(=O)(=O)CCCC1. The reactants are Br[CH2:2][CH2:3][OH:4].[Cl:5][C:6]1[C:7]([F:37])=[C:8]([NH:12][C:13]2[C:22]3[C:17](=[CH:18][C:19]([O:35][CH3:36])=[C:20]([CH2:23][N:24]([CH3:34])[C:25]4([C:31]([NH2:33])=[O:32])[CH2:30][CH2:29][NH:28][CH2:27][CH2:26]4)[CH:21]=3)[N:16]=[CH:15][N:14]=2)[CH:9]=[CH:10][CH:11]=1.C(=O)([O-])[O-].[K+].[K+]. The yield is 0.160. The product is [Cl:5][C:6]1[C:7]([F:37])=[C:8]([NH:12][C:13]2[C:22]3[C:17](=[CH:18][C:19]([O:35][CH3:36])=[C:20]([CH2:23][N:24]([CH3:34])[C:25]4([C:31]([NH2:33])=[O:32])[CH2:30][CH2:29][N:28]([CH2:2][CH2:3][OH:4])[CH2:27][CH2:26]4)[CH:21]=3)[N:16]=[CH:15][N:14]=2)[CH:9]=[CH:10][CH:11]=1. (4) The reactants are Cl.[NH2:2][C@H:3]1[C@H:8]2[CH2:9][C@H:5]([CH2:6][CH2:7]2)[C@H:4]1[C:10]([O:12][CH3:13])=[O:11].C([O-])(=O)C.[Na+].[F:19][C:20]1[CH:27]=[CH:26][C:23]([CH:24]=O)=[CH:22][CH:21]=1.C([BH3-])#N.[Na+].C(=O)(O)[O-].[Na+]. The catalyst is CO.C(OCC)(=O)C. The yield is 0.980. The product is [F:19][C:20]1[CH:27]=[CH:26][C:23]([CH2:24][NH:2][C@H:3]2[C@H:8]3[CH2:9][C@H:5]([CH2:6][CH2:7]3)[C@H:4]2[C:10]([O:12][CH3:13])=[O:11])=[CH:22][CH:21]=1. (5) The reactants are C([O:3][C:4](=[O:33])[CH:5]([C:26]1[CH:27]=[C:28]([CH3:32])[CH:29]=[CH:30][CH:31]=1)[CH2:6][C:7]1[CH:11]=[C:10]([C:12]2[CH:17]=[CH:16][C:15]([Br:18])=[CH:14][CH:13]=2)[N:9]([C:19]2[CH:24]=[CH:23][C:22]([CH3:25])=[CH:21][CH:20]=2)[N:8]=1)C.C(OC(=O)C(C1C=C(C)C=CC=1)CC#CC(C1C=CC(Br)=CC=1)=O)C.NN.C([O-])([O-])=O.[Cs+].[Cs+]. The catalyst is C1COCC1.C(OCC)(=O)C. The product is [Br:18][C:15]1[CH:16]=[CH:17][C:12]([C:10]2[N:9]([C:19]3[CH:20]=[CH:21][C:22]([CH3:25])=[CH:23][CH:24]=3)[N:8]=[C:7]([CH2:6][CH:5]([C:26]3[CH:27]=[C:28]([CH3:32])[CH:29]=[CH:30][CH:31]=3)[C:4]([OH:33])=[O:3])[CH:11]=2)=[CH:13][CH:14]=1. The yield is 0.580.